From a dataset of Forward reaction prediction with 1.9M reactions from USPTO patents (1976-2016). Predict the product of the given reaction. (1) Given the reactants [Br:1][C:2]1[CH:3]=[N:4][C:5](Cl)=[N:6][CH:7]=1.[NH:9]1[CH2:14][CH2:13][CH:12]([OH:15])[CH2:11][CH2:10]1.C(N(CC)CC)C, predict the reaction product. The product is: [Br:1][C:2]1[CH:3]=[N:4][C:5]([N:9]2[CH2:14][CH2:13][CH:12]([OH:15])[CH2:11][CH2:10]2)=[N:6][CH:7]=1. (2) Given the reactants S(Cl)(C1C=[CH:9][C:7]([CH3:8])=[CH:6]C=1)(=O)=O.[Cl:12][C:13]1(C(O)=O)[CH:18]=[CH:17][C:16]([Br:19])=[CH:15][NH:14]1.N1C=CC=CC=1.[C:29]([O-:32])(O)=[O:30].[Na+], predict the reaction product. The product is: [Br:19][C:16]1[C:15]([C:29]([O:32][C:7]([CH3:9])([CH3:8])[CH3:6])=[O:30])=[N:14][C:13]([Cl:12])=[CH:18][CH:17]=1. (3) Given the reactants [Na].[CH2:2]([OH:5])[CH:3]=[CH2:4].[Cl:6][C:7]1[CH:8]=[N:9][CH:10]=[C:11](Cl)[CH:12]=1.CS(C)=O, predict the reaction product. The product is: [CH2:2]([O:5][C:11]1[CH:10]=[N:9][CH:8]=[C:7]([Cl:6])[CH:12]=1)[CH:3]=[CH2:4]. (4) Given the reactants [Br:1][C:2]1[CH:3]=[C:4]2[C:9](=[CH:10][CH:11]=1)[N:8]=[C:7]([NH:12][C:13]([CH3:16])([CH3:15])[CH3:14])[C:6](/[CH:17]=[C:18](\[CH3:24])/[C:19]([O:21]CC)=[O:20])=[CH:5]2.[OH-].[Na+], predict the reaction product. The product is: [Br:1][C:2]1[CH:3]=[C:4]2[C:9](=[CH:10][CH:11]=1)[N:8]=[C:7]([NH:12][C:13]([CH3:16])([CH3:14])[CH3:15])[C:6](/[CH:17]=[C:18](\[CH3:24])/[C:19]([OH:21])=[O:20])=[CH:5]2. (5) Given the reactants [Cl-].[CH3:2][S:3]([O:6][C:7]1[CH:12]=[CH:11][CH:10]=[CH:9][C:8]=1[CH:13]1[O:17][N:16]=[C:15]([C:18]2[N:19]=[C:20]([CH:23]3[CH2:28][CH2:27][NH2+:26][CH2:25][CH2:24]3)[S:21][CH:22]=2)[CH2:14]1)(=[O:5])=[O:4].[Si:29]([O:36][CH2:37][C:38](O)=[O:39])([C:32]([CH3:35])([CH3:34])[CH3:33])([CH3:31])[CH3:30].C(N(C(C)C)CC)(C)C.F[B-](F)(F)F.N1(OC(N(C)C)=[N+](C)C)C2C=CC=CC=2N=N1, predict the reaction product. The product is: [CH3:2][S:3]([O:6][C:7]1[CH:12]=[CH:11][CH:10]=[CH:9][C:8]=1[CH:13]1[O:17][N:16]=[C:15]([C:18]2[N:19]=[C:20]([CH:23]3[CH2:28][CH2:27][N:26]([C:38](=[O:39])[CH2:37][O:36][Si:29]([C:32]([CH3:34])([CH3:33])[CH3:35])([CH3:30])[CH3:31])[CH2:25][CH2:24]3)[S:21][CH:22]=2)[CH2:14]1)(=[O:4])=[O:5].